Dataset: Full USPTO retrosynthesis dataset with 1.9M reactions from patents (1976-2016). Task: Predict the reactants needed to synthesize the given product. (1) Given the product [F:11][C:12]1[CH:19]=[CH:18][C:17]([F:20])=[CH:16][C:13]=1[CH:14]([S:8]([C:5]1[CH:6]=[CH:7][C:2]([CH3:1])=[CH:3][CH:4]=1)(=[O:10])=[O:9])[NH:23][CH:21]=[O:22], predict the reactants needed to synthesize it. The reactants are: [CH3:1][C:2]1[CH:7]=[CH:6][C:5]([S:8]([OH:10])=[O:9])=[CH:4][CH:3]=1.[F:11][C:12]1[CH:19]=[CH:18][C:17]([F:20])=[CH:16][C:13]=1[CH:14]=O.[CH:21]([NH2:23])=[O:22]. (2) Given the product [Cl:26][C:12]1[O:13][C:9]([C:6]2[CH:5]=[CH:4][C:3]([CH:2]([F:1])[F:15])=[CH:8][CH:7]=2)=[C:10]([CH3:14])[N:11]=1, predict the reactants needed to synthesize it. The reactants are: [F:1][CH:2]([F:15])[C:3]1[CH:8]=[CH:7][C:6]([C:9]2[O:13][CH:12]=[N:11][C:10]=2[CH3:14])=[CH:5][CH:4]=1.[Li+].C[Si]([N-][Si](C)(C)C)(C)C.[Cl:26]C(Cl)(Cl)C(Cl)(Cl)Cl. (3) Given the product [CH3:1][O:2][C:3]1[CH:4]=[C:5]2[C:10](=[CH:11][CH:12]=1)[C:9]([OH:13])=[C:8]([C:15]1[CH:20]=[CH:19][C:18]([S:21][CH3:22])=[CH:17][CH:16]=1)[CH:7]=[CH:6]2, predict the reactants needed to synthesize it. The reactants are: [CH3:1][O:2][C:3]1[CH:4]=[C:5]2[C:10](=[CH:11][CH:12]=1)[C:9](=[O:13])[CH2:8][CH2:7][CH2:6]2.Br[C:15]1[CH:20]=[CH:19][C:18]([S:21][CH3:22])=[CH:17][CH:16]=1.CC(C)([O-])C.[Na+].C1(P(C2C=CC=CC=2)C2C=CC3C(=CC=CC=3)C=2C2C3C(=CC=CC=3)C=CC=2P(C2C=CC=CC=2)C2C=CC=CC=2)C=CC=CC=1. (4) Given the product [CH3:20][C:17]([CH3:18])([CH3:19])[CH:16]([NH:15][C:14](=[O:48])[CH:12]([NH:10][CH3:9])[CH3:13])[C:21]([N:23]1[CH:24]2[CH:25]([N:28]([C:42](=[O:47])[NH:43][CH:44]([CH3:46])[CH3:45])[CH2:29][CH:30]2[O:31][C:32](=[O:41])[NH:33][CH2:34][C:35]2[CH:36]=[CH:37][CH:38]=[CH:39][CH:40]=2)[CH2:26][CH2:27]1)=[O:22], predict the reactants needed to synthesize it. The reactants are: C(O[C:9](=O)[N:10]([CH:12]([C:14](=[O:48])[NH:15][CH:16]([C:21]([N:23]1[CH2:27][CH2:26][CH:25]2[N:28]([C:42](=[O:47])[NH:43][CH:44]([CH3:46])[CH3:45])[CH2:29][CH:30]([O:31][C:32](=[O:41])[NH:33][CH2:34][C:35]3[CH:40]=[CH:39][CH:38]=[CH:37][CH:36]=3)[CH:24]12)=[O:22])[C:17]([CH3:20])([CH3:19])[CH3:18])[CH3:13])C)C1C=CC=CC=1. (5) The reactants are: [Br:1][C:2]1[CH:3]=[C:4]2[C:9](=[CH:10][C:11]=1[O:12][CH3:13])[N:8]([C@@H:14]([CH:17]([CH3:19])[CH3:18])[CH2:15][OH:16])[CH:7]=[C:6]([C:20]([O:22][CH2:23][CH3:24])=[O:21])[C:5]2=[O:25].N1C=CN=C1.[C:31]([Si:35](Cl)([CH3:37])[CH3:36])([CH3:34])([CH3:33])[CH3:32]. Given the product [Br:1][C:2]1[CH:3]=[C:4]2[C:9](=[CH:10][C:11]=1[O:12][CH3:13])[N:8]([C@@H:14]([CH:17]([CH3:18])[CH3:19])[CH2:15][O:16][Si:35]([C:31]([CH3:34])([CH3:33])[CH3:32])([CH3:37])[CH3:36])[CH:7]=[C:6]([C:20]([O:22][CH2:23][CH3:24])=[O:21])[C:5]2=[O:25], predict the reactants needed to synthesize it. (6) Given the product [NH3:10].[CH2:15]([C:14]1[C:13](=[O:22])[N:12]2[CH2:23][CH2:24][CH2:25][CH2:26][C:11]2=[N:10][C:9]=1[CH:6]([NH:27][CH2:28][CH2:29][CH2:30][NH:31][C:32](=[O:38])[O:33][C:34]([CH3:36])([CH3:35])[CH3:37])[CH2:7][CH3:8])[C:16]1[CH:21]=[CH:20][CH:19]=[CH:18][CH:17]=1, predict the reactants needed to synthesize it. The reactants are: CS(O[CH:6]([C:9]1[N:10]=[C:11]2[CH2:26][CH2:25][CH2:24][CH2:23][N:12]2[C:13](=[O:22])[C:14]=1[CH2:15][C:16]1[CH:21]=[CH:20][CH:19]=[CH:18][CH:17]=1)[CH2:7][CH3:8])(=O)=O.[NH2:27][CH2:28][CH2:29][CH2:30][NH:31][C:32](=[O:38])[O:33][C:34]([CH3:37])([CH3:36])[CH3:35].[I-].[K+].CO. (7) The reactants are: Cl.[Cl:2][C:3]1[N:4]=[C:5]([N:12]2[CH2:17][CH2:16][O:15][CH2:14][C@@H:13]2[CH3:18])[C:6]2[CH2:11][NH:10][CH2:9][C:7]=2[N:8]=1.C(O)(C(F)(F)F)=O.[CH3:26][C:27]([CH3:29])=O.C(O[BH-](OC(=O)C)OC(=O)C)(=O)C.[Na+]. Given the product [Cl:2][C:3]1[N:4]=[C:5]([N:12]2[CH2:17][CH2:16][O:15][CH2:14][C@@H:13]2[CH3:18])[C:6]2[CH2:11][N:10]([CH:27]([CH3:29])[CH3:26])[CH2:9][C:7]=2[N:8]=1, predict the reactants needed to synthesize it. (8) Given the product [CH3:12][O:13][C:14]([C@H:16]1[CH2:19][C@H:18]([N:8]2[C:4]3[N:5]=[CH:6][N:7]=[C:2]([Cl:1])[C:3]=3[C:10]([I:11])=[CH:9]2)[CH2:17]1)=[O:15], predict the reactants needed to synthesize it. The reactants are: [Cl:1][C:2]1[C:3]2[C:10]([I:11])=[CH:9][NH:8][C:4]=2[N:5]=[CH:6][N:7]=1.[CH3:12][O:13][C:14]([C@H:16]1[CH2:19][C@@H:18](O)[CH2:17]1)=[O:15].C1C=CC(P(C2C=CC=CC=2)C2C=CC=CC=2)=CC=1.CC(OC(/N=N/C(OC(C)C)=O)=O)C.